From a dataset of NCI-60 drug combinations with 297,098 pairs across 59 cell lines. Regression. Given two drug SMILES strings and cell line genomic features, predict the synergy score measuring deviation from expected non-interaction effect. (1) Drug 1: C1CCC(CC1)NC(=O)N(CCCl)N=O. Drug 2: CC1=CC=C(C=C1)C2=CC(=NN2C3=CC=C(C=C3)S(=O)(=O)N)C(F)(F)F. Cell line: COLO 205. Synergy scores: CSS=8.46, Synergy_ZIP=-7.85, Synergy_Bliss=-3.12, Synergy_Loewe=-9.90, Synergy_HSA=-4.40. (2) Drug 1: CC1=C(N=C(N=C1N)C(CC(=O)N)NCC(C(=O)N)N)C(=O)NC(C(C2=CN=CN2)OC3C(C(C(C(O3)CO)O)O)OC4C(C(C(C(O4)CO)O)OC(=O)N)O)C(=O)NC(C)C(C(C)C(=O)NC(C(C)O)C(=O)NCCC5=NC(=CS5)C6=NC(=CS6)C(=O)NCCC[S+](C)C)O. Drug 2: CC1C(C(CC(O1)OC2CC(CC3=C2C(=C4C(=C3O)C(=O)C5=C(C4=O)C(=CC=C5)OC)O)(C(=O)CO)O)N)O.Cl. Cell line: UO-31. Synergy scores: CSS=58.3, Synergy_ZIP=-5.81, Synergy_Bliss=-1.33, Synergy_Loewe=2.06, Synergy_HSA=3.23. (3) Drug 1: CC1=CC=C(C=C1)C2=CC(=NN2C3=CC=C(C=C3)S(=O)(=O)N)C(F)(F)F. Drug 2: CC1C(C(CC(O1)OC2CC(OC(C2O)C)OC3=CC4=CC5=C(C(=O)C(C(C5)C(C(=O)C(C(C)O)O)OC)OC6CC(C(C(O6)C)O)OC7CC(C(C(O7)C)O)OC8CC(C(C(O8)C)O)(C)O)C(=C4C(=C3C)O)O)O)O. Cell line: HCT-15. Synergy scores: CSS=33.2, Synergy_ZIP=-5.43, Synergy_Bliss=-7.23, Synergy_Loewe=-34.3, Synergy_HSA=-7.06. (4) Cell line: A549. Synergy scores: CSS=50.2, Synergy_ZIP=-3.99, Synergy_Bliss=-4.84, Synergy_Loewe=-10.6, Synergy_HSA=0.502. Drug 2: CC1=C(N=C(N=C1N)C(CC(=O)N)NCC(C(=O)N)N)C(=O)NC(C(C2=CN=CN2)OC3C(C(C(C(O3)CO)O)O)OC4C(C(C(C(O4)CO)O)OC(=O)N)O)C(=O)NC(C)C(C(C)C(=O)NC(C(C)O)C(=O)NCCC5=NC(=CS5)C6=NC(=CS6)C(=O)NCCC[S+](C)C)O. Drug 1: C1=CN(C(=O)N=C1N)C2C(C(C(O2)CO)O)O.Cl. (5) Drug 1: CC1OCC2C(O1)C(C(C(O2)OC3C4COC(=O)C4C(C5=CC6=C(C=C35)OCO6)C7=CC(=C(C(=C7)OC)O)OC)O)O. Drug 2: CCC1(CC2CC(C3=C(CCN(C2)C1)C4=CC=CC=C4N3)(C5=C(C=C6C(=C5)C78CCN9C7C(C=CC9)(C(C(C8N6C=O)(C(=O)OC)O)OC(=O)C)CC)OC)C(=O)OC)O.OS(=O)(=O)O. Cell line: M14. Synergy scores: CSS=8.86, Synergy_ZIP=0.548, Synergy_Bliss=4.87, Synergy_Loewe=3.93, Synergy_HSA=3.48. (6) Drug 1: CC1=C(C=C(C=C1)C(=O)NC2=CC(=CC(=C2)C(F)(F)F)N3C=C(N=C3)C)NC4=NC=CC(=N4)C5=CN=CC=C5. Drug 2: C(CN)CNCCSP(=O)(O)O. Cell line: CAKI-1. Synergy scores: CSS=-6.59, Synergy_ZIP=3.70, Synergy_Bliss=-2.51, Synergy_Loewe=-4.60, Synergy_HSA=-9.16. (7) Drug 1: C1CN1C2=NC(=NC(=N2)N3CC3)N4CC4. Drug 2: CC(C)CN1C=NC2=C1C3=CC=CC=C3N=C2N. Cell line: RXF 393. Synergy scores: CSS=15.7, Synergy_ZIP=-3.74, Synergy_Bliss=0.518, Synergy_Loewe=-0.562, Synergy_HSA=-0.726. (8) Cell line: SNB-19. Drug 1: CC1=CC=C(C=C1)C2=CC(=NN2C3=CC=C(C=C3)S(=O)(=O)N)C(F)(F)F. Drug 2: CC(C)CN1C=NC2=C1C3=CC=CC=C3N=C2N. Synergy scores: CSS=1.03, Synergy_ZIP=-0.308, Synergy_Bliss=-0.293, Synergy_Loewe=-0.0771, Synergy_HSA=-1.41.